Dataset: Forward reaction prediction with 1.9M reactions from USPTO patents (1976-2016). Task: Predict the product of the given reaction. (1) Given the reactants [NH:1]([C:3]1[CH:12]=[CH:11][CH:10]=[C:9]2[C:4]=1[CH:5]=[CH:6][CH:7]=[N:8]2)[NH2:2].[CH3:13][C:14]1([C:21](O)=[O:22])[CH2:19][CH2:18][CH2:17][CH:16]([CH3:20])[CH2:15]1, predict the reaction product. The product is: [CH3:13][C:14]1([C:21]([NH:2][NH:1][C:3]2[CH:12]=[CH:11][CH:10]=[C:9]3[C:4]=2[CH:5]=[CH:6][CH:7]=[N:8]3)=[O:22])[CH2:19][CH2:18][CH2:17][CH:16]([CH3:20])[CH2:15]1. (2) Given the reactants [Br:1][C:2]1[N:3]=[C:4]2[C:11]([C:12]([OH:14])=O)=[CH:10][N:9]([CH2:15][O:16][CH2:17][CH2:18][Si:19]([CH3:22])([CH3:21])[CH3:20])[C:5]2=[N:6][C:7]=1[CH3:8].CN(C(ON1N=NC2C=CC=CC1=2)=[N+](C)C)C.F[P-](F)(F)(F)(F)F.CN(C(N(C)C)=[N+]1C2C=CC=CC=2[N+]([O-])=N1)C.F[P-](F)(F)(F)(F)F.C(N(CC)CC)C.[C:78]([NH2:82])([CH3:81])([CH3:80])[CH3:79], predict the reaction product. The product is: [C:78]([NH:82][C:12]([C:11]1[C:4]2[C:5](=[N:6][C:7]([CH3:8])=[C:2]([Br:1])[N:3]=2)[N:9]([CH2:15][O:16][CH2:17][CH2:18][Si:19]([CH3:22])([CH3:21])[CH3:20])[CH:10]=1)=[O:14])([CH3:81])([CH3:80])[CH3:79]. (3) The product is: [CH2:33]([O:32][CH2:31][C@H:13]([NH:12][C:9](=[O:11])[CH2:8][C:6]1[N:7]=[C:3]([CH3:2])[NH:4][CH:5]=1)[C:14]([NH:16][C:17]1[CH:22]=[CH:21][C:20]([O:23][C:24]2[CH:29]=[CH:28][C:27]([F:30])=[CH:26][CH:25]=2)=[CH:19][CH:18]=1)=[O:15])[C:34]1[CH:39]=[CH:38][CH:37]=[CH:36][CH:35]=1. Given the reactants Cl.[CH3:2][C:3]1[NH:4][CH:5]=[C:6]([CH2:8][C:9]([OH:11])=O)[N:7]=1.[NH2:12][C@@H:13]([CH2:31][O:32][CH2:33][C:34]1[CH:39]=[CH:38][CH:37]=[CH:36][CH:35]=1)[C:14]([NH:16][C:17]1[CH:22]=[CH:21][C:20]([O:23][C:24]2[CH:29]=[CH:28][C:27]([F:30])=[CH:26][CH:25]=2)=[CH:19][CH:18]=1)=[O:15], predict the reaction product.